This data is from Forward reaction prediction with 1.9M reactions from USPTO patents (1976-2016). The task is: Predict the product of the given reaction. (1) Given the reactants [F:1][C:2]([F:23])([F:22])[C:3]1[C:4]([C:9]2[CH2:14][CH2:13][N:12]([C:15]([O:17][C:18]([CH3:21])([CH3:20])[CH3:19])=[O:16])[CH2:11][CH:10]=2)=[N:5][CH:6]=[CH:7][CH:8]=1.C([O-])=O.[NH4+], predict the reaction product. The product is: [F:22][C:2]([F:1])([F:23])[C:3]1[C:4]([CH:9]2[CH2:14][CH2:13][N:12]([C:15]([O:17][C:18]([CH3:19])([CH3:20])[CH3:21])=[O:16])[CH2:11][CH2:10]2)=[N:5][CH:6]=[CH:7][CH:8]=1. (2) Given the reactants [Cl:1][C:2]1[CH:7]=[CH:6][C:5]([C:8](=[O:18])[NH:9][CH2:10][C:11]2[CH:16]=[CH:15][CH:14]=[C:13]([Cl:17])[CH:12]=2)=[CH:4][C:3]=1[NH:19][C:20]([C:22]1[C:35](=[O:36])[NH:34][C:25]2[N:26]=[C:27](S(C)(=O)=O)[N:28]=[CH:29][C:24]=2[CH:23]=1)=[O:21].[NH2:37][CH2:38][CH2:39][OH:40], predict the reaction product. The product is: [Cl:1][C:2]1[CH:7]=[CH:6][C:5]([C:8](=[O:18])[NH:9][CH2:10][C:11]2[CH:16]=[CH:15][CH:14]=[C:13]([Cl:17])[CH:12]=2)=[CH:4][C:3]=1[NH:19][C:20]([C:22]1[C:35](=[O:36])[NH:34][C:25]2[N:26]=[C:27]([NH:37][CH2:38][CH2:39][OH:40])[N:28]=[CH:29][C:24]=2[CH:23]=1)=[O:21]. (3) Given the reactants [CH3:1][C:2]1[C:10]2[C:9]([N:11]3[CH2:16][CH2:15][CH:14]([NH2:17])[CH2:13][CH2:12]3)=[N:8][CH:7]=[N:6][C:5]=2[NH:4][CH:3]=1.[CH3:18][C:19]1[CH:27]=[CH:26][CH:25]=[C:24]([CH3:28])[C:20]=1[C:21]([Cl:23])=[O:22].C(N(CC)C(C)C)(C)C, predict the reaction product. The product is: [ClH:23].[CH3:18][C:19]1[CH:27]=[CH:26][CH:25]=[C:24]([CH3:28])[C:20]=1[C:21]([NH:17][CH:14]1[CH2:15][CH2:16][N:11]([C:9]2[C:10]3[C:2]([CH3:1])=[CH:3][NH:4][C:5]=3[N:6]=[CH:7][N:8]=2)[CH2:12][CH2:13]1)=[O:22]. (4) Given the reactants [F:1][C:2]1[CH:3]=[CH:4][C:5]([CH3:15])=[C:6]2[C:10]=1[N:9]([CH2:11][CH2:12][O:13][CH3:14])[CH:8]=[CH:7]2.[C:16](O[C:16]([C:18]([F:21])([F:20])[F:19])=[O:17])([C:18]([F:21])([F:20])[F:19])=[O:17], predict the reaction product. The product is: [F:19][C:18]([F:21])([F:20])[C:16]([C:7]1[C:6]2[C:10](=[C:2]([F:1])[CH:3]=[CH:4][C:5]=2[CH3:15])[N:9]([CH2:11][CH2:12][O:13][CH3:14])[CH:8]=1)=[O:17]. (5) Given the reactants Cl.[CH2:2]([O:4][C:5]([C:7]1[C:8]([C:17]([F:20])([F:19])[F:18])=[N:9][C:10]2[CH2:11][CH2:12][NH:13][CH2:14][C:15]=2[CH:16]=1)=[O:6])[CH3:3].[CH3:21][S:22]([C:25]1[CH:26]=[CH:27][C:28]([O:34][C@@H:35]([CH3:40])[C:36]([F:39])([F:38])[F:37])=[C:29]([CH:33]=1)[C:30](O)=[O:31])(=[O:24])=[O:23], predict the reaction product. The product is: [CH2:2]([O:4][C:5]([C:7]1[C:8]([C:17]([F:19])([F:20])[F:18])=[N:9][C:10]2[CH2:11][CH2:12][N:13]([C:30](=[O:31])[C:29]3[CH:33]=[C:25]([S:22]([CH3:21])(=[O:23])=[O:24])[CH:26]=[CH:27][C:28]=3[O:34][C@@H:35]([CH3:40])[C:36]([F:39])([F:37])[F:38])[CH2:14][C:15]=2[CH:16]=1)=[O:6])[CH3:3].